The task is: Predict the product of the given reaction.. This data is from Forward reaction prediction with 1.9M reactions from USPTO patents (1976-2016). Given the reactants [C:1]([C:9]1[CH:10]=[N:11][C:12]([N:15]2[CH2:20][CH2:19][N:18](C(OC(C)(C)C)=O)[CH2:17][CH2:16]2)=[N:13][CH:14]=1)(=[O:8])[C:2]1[CH:7]=[CH:6][CH:5]=[CH:4][CH:3]=1.Cl.O1CCOCC1, predict the reaction product. The product is: [C:2]1([C:1]([C:9]2[CH:14]=[N:13][C:12]([N:15]3[CH2:20][CH2:19][NH:18][CH2:17][CH2:16]3)=[N:11][CH:10]=2)=[O:8])[CH:3]=[CH:4][CH:5]=[CH:6][CH:7]=1.